Dataset: NCI-60 drug combinations with 297,098 pairs across 59 cell lines. Task: Regression. Given two drug SMILES strings and cell line genomic features, predict the synergy score measuring deviation from expected non-interaction effect. (1) Drug 1: CC1C(C(=O)NC(C(=O)N2CCCC2C(=O)N(CC(=O)N(C(C(=O)O1)C(C)C)C)C)C(C)C)NC(=O)C3=C4C(=C(C=C3)C)OC5=C(C(=O)C(=C(C5=N4)C(=O)NC6C(OC(=O)C(N(C(=O)CN(C(=O)C7CCCN7C(=O)C(NC6=O)C(C)C)C)C)C(C)C)C)N)C. Drug 2: CCN(CC)CCNC(=O)C1=C(NC(=C1C)C=C2C3=C(C=CC(=C3)F)NC2=O)C. Cell line: OVCAR-8. Synergy scores: CSS=12.5, Synergy_ZIP=-5.35, Synergy_Bliss=-2.63, Synergy_Loewe=-13.6, Synergy_HSA=-2.15. (2) Drug 1: CC1=C(C(=O)C2=C(C1=O)N3CC4C(C3(C2COC(=O)N)OC)N4)N. Drug 2: CC1C(C(CC(O1)OC2CC(CC3=C2C(=C4C(=C3O)C(=O)C5=CC=CC=C5C4=O)O)(C(=O)C)O)N)O. Cell line: RPMI-8226. Synergy scores: CSS=44.9, Synergy_ZIP=-2.18, Synergy_Bliss=-2.41, Synergy_Loewe=-1.96, Synergy_HSA=0.956. (3) Drug 1: C1CCC(CC1)NC(=O)N(CCCl)N=O. Drug 2: CCC1(C2=C(COC1=O)C(=O)N3CC4=CC5=C(C=CC(=C5CN(C)C)O)N=C4C3=C2)O.Cl. Cell line: SR. Synergy scores: CSS=88.5, Synergy_ZIP=4.81, Synergy_Bliss=4.54, Synergy_Loewe=5.63, Synergy_HSA=8.85. (4) Drug 1: CC1OCC2C(O1)C(C(C(O2)OC3C4COC(=O)C4C(C5=CC6=C(C=C35)OCO6)C7=CC(=C(C(=C7)OC)O)OC)O)O. Cell line: UACC62. Synergy scores: CSS=31.6, Synergy_ZIP=-5.16, Synergy_Bliss=0.674, Synergy_Loewe=-27.6, Synergy_HSA=-0.306. Drug 2: CC(C)NC(=O)C1=CC=C(C=C1)CNNC.Cl. (5) Drug 1: CC1=C2C(C(=O)C3(C(CC4C(C3C(C(C2(C)C)(CC1OC(=O)C(C(C5=CC=CC=C5)NC(=O)C6=CC=CC=C6)O)O)OC(=O)C7=CC=CC=C7)(CO4)OC(=O)C)O)C)OC(=O)C. Drug 2: C1CN1C2=NC(=NC(=N2)N3CC3)N4CC4. Cell line: SW-620. Synergy scores: CSS=47.9, Synergy_ZIP=-9.54, Synergy_Bliss=-4.75, Synergy_Loewe=-25.3, Synergy_HSA=-2.06. (6) Drug 1: CC12CCC3C(C1CCC2=O)CC(=C)C4=CC(=O)C=CC34C. Drug 2: CC1=C(N=C(N=C1N)C(CC(=O)N)NCC(C(=O)N)N)C(=O)NC(C(C2=CN=CN2)OC3C(C(C(C(O3)CO)O)O)OC4C(C(C(C(O4)CO)O)OC(=O)N)O)C(=O)NC(C)C(C(C)C(=O)NC(C(C)O)C(=O)NCCC5=NC(=CS5)C6=NC(=CS6)C(=O)NCCC[S+](C)C)O. Cell line: NCI/ADR-RES. Synergy scores: CSS=18.2, Synergy_ZIP=-1.03, Synergy_Bliss=0.312, Synergy_Loewe=-0.342, Synergy_HSA=2.43. (7) Drug 1: C1CCC(C1)C(CC#N)N2C=C(C=N2)C3=C4C=CNC4=NC=N3. Drug 2: C1=CN(C=N1)CC(O)(P(=O)(O)O)P(=O)(O)O. Cell line: OVCAR-5. Synergy scores: CSS=-1.51, Synergy_ZIP=1.93, Synergy_Bliss=1.48, Synergy_Loewe=-4.82, Synergy_HSA=-2.54.